From a dataset of Full USPTO retrosynthesis dataset with 1.9M reactions from patents (1976-2016). Predict the reactants needed to synthesize the given product. (1) Given the product [C:20]([C:8]1[CH:9]=[N:10][C:11]2[CH2:12][C:13]3[C:14]([N:17]=[CH:18][N:19]=3)=[CH:15][C:16]=2[C:7]=1[N:6]([C:5]1[CH:4]=[CH:3][C:24]([O:25][C:26]2[CH:32]=[CH:31][CH:30]=[CH:39][CH:38]=2)=[CH:23][CH:22]=1)[CH:57]=[O:59])#[N:21], predict the reactants needed to synthesize it. The reactants are: CO[C:3]1[CH:4]=[C:5]([CH:22]=[C:23](OC)[C:24]=1[O:25][CH3:26])[NH:6][C:7]1[C:16]2[CH:15]=[C:14]3[N:17]=[CH:18][N:19]=[C:13]3[CH2:12][C:11]=2[N:10]=[CH:9][C:8]=1[C:20]#[N:21].N[C:30]1[CH:31]=[C:32]2C(=[CH:38][C:39]=1N)N=CC(C#N)=C2N[C:30]1[CH:39]=[CH:38]C(O[C:30]2[CH:39]=[CH:38]C=[CH:32][CH:31]=2)=[CH:32][CH:31]=1.[C:57](OC(OCC)OCC)(=[O:59])C. (2) Given the product [Br:15][C:8]1[CH:7]=[CH:6][C:5]([OH:9])=[CH:4][C:3]=1[CH2:1][CH3:2], predict the reactants needed to synthesize it. The reactants are: [CH2:1]([C:3]1[CH:4]=[C:5]([OH:9])[CH:6]=[CH:7][CH:8]=1)[CH3:2].C(Cl)Cl.CO.[Br-:15].[Br-].[Br-].C([N+](CCCC)(CCCC)CCCC)CCC.C([N+](CCCC)(CCCC)CCCC)CCC.C([N+](CCCC)(CCCC)CCCC)CCC.